Task: Predict the product of the given reaction.. Dataset: Forward reaction prediction with 1.9M reactions from USPTO patents (1976-2016) (1) Given the reactants [F:1][C:2]1[CH:3]=[C:4]([CH:6]=[C:7]([F:20])[C:8]=1[O:9][C:10]1[CH:15]=[CH:14][N:13]=[C:12]2[NH:16][CH:17]=[C:18]([CH3:19])[C:11]=12)[NH2:5].[Cl:21][C:22]1[CH:27]=[C:26](Cl)[N:25]=[C:24]([NH2:29])[N:23]=1.Cl.[OH-].[Na+], predict the reaction product. The product is: [Cl:21][C:22]1[N:23]=[C:24]([NH2:29])[N:25]=[C:26]([NH:5][C:4]2[CH:3]=[C:2]([F:1])[C:8]([O:9][C:10]3[CH:15]=[CH:14][N:13]=[C:12]4[NH:16][CH:17]=[C:18]([CH3:19])[C:11]=34)=[C:7]([F:20])[CH:6]=2)[CH:27]=1. (2) Given the reactants [CH3:1][O:2][C:3]1[C:4]([CH3:32])=[C:5]([C:23]([O:30][CH3:31])=[C:24]([O:28][CH3:29])[C:25]=1[O:26][CH3:27])[CH2:6][C:7]1[CH:16]=[CH:15][C:10]([C:11]([O:13]C)=[O:12])=[C:9]([C:17]2[CH:18]=[N:19][CH:20]=[CH:21][CH:22]=2)[CH:8]=1, predict the reaction product. The product is: [CH3:1][O:2][C:3]1[C:4]([CH3:32])=[C:5]([C:23]([O:30][CH3:31])=[C:24]([O:28][CH3:29])[C:25]=1[O:26][CH3:27])[CH2:6][C:7]1[CH:16]=[CH:15][C:10]([C:11]([OH:13])=[O:12])=[C:9]([C:17]2[CH:18]=[N:19][CH:20]=[CH:21][CH:22]=2)[CH:8]=1. (3) Given the reactants [Cl:1][C:2]1[CH:12]=[CH:11][C:5]([CH2:6][NH:7][C:8]([NH2:10])=[S:9])=[CH:4][CH:3]=1.CI.[CH:15](N(CC)C(C)C)(C)C.[C:24](=[O:29])=[N:25][C:26](Cl)=[O:27], predict the reaction product. The product is: [Cl:1][C:2]1[CH:12]=[CH:11][C:5]([CH2:6][N:7]2[C:8]([S:9][CH3:15])=[N:10][C:26](=[O:27])[NH:25][C:24]2=[O:29])=[CH:4][CH:3]=1. (4) The product is: [Br:1][C:2]1[S:3][C:4]([C:11]2[CH:16]=[CH:15][C:14]([C:17]([CH3:20])([CH3:19])[CH3:18])=[CH:13][CH:12]=2)=[C:5]([OH:10])[C:6]=1[C:7](=[N:22][NH:21][C:23]([C:40]1[CH:46]=[CH:45][C:43]([C:44]([O:53][CH3:51])=[O:35])=[CH:42][CH:41]=1)=[O:24])[CH3:9]. Given the reactants [Br:1][C:2]1[S:3][C:4]([C:11]2[CH:16]=[CH:15][C:14]([C:17]([CH3:20])([CH3:19])[CH3:18])=[CH:13][CH:12]=2)=[C:5]([OH:10])[C:6]=1[C:7]([CH3:9])=O.[NH:21]([C:23](CC1C=CC(C([O-])=O)=CC=1)=[O:24])[NH2:22].[OH2:35].S([C:40]1[CH:46]=[CH:45][C:43]([CH3:44])=[CH:42][CH:41]=1)(O)(=O)=O.C(Cl)(Cl)Cl.[C:51](OCC)(=[O:53])C, predict the reaction product. (5) Given the reactants [CH:1]1([C:4]2[NH:8][N:7]=[C:6]([NH:9][C:10]3[C:17]([F:18])=[CH:16][C:13]([C:14]#[N:15])=[C:12](F)[N:11]=3)[CH:5]=2)[CH2:3][CH2:2]1.CCN(C(C)C)C(C)C.[F:29][C:30]1[CH:31]=[CH:32][C:33]([C@@H:36]([NH2:38])[CH3:37])=[N:34][CH:35]=1, predict the reaction product. The product is: [CH:1]1([C:4]2[NH:8][N:7]=[C:6]([NH:9][C:10]3[C:17]([F:18])=[CH:16][C:13]([C:14]#[N:15])=[C:12]([NH:38][C@H:36]([C:33]4[CH:32]=[CH:31][C:30]([F:29])=[CH:35][N:34]=4)[CH3:37])[N:11]=3)[CH:5]=2)[CH2:3][CH2:2]1.